The task is: Predict the reactants needed to synthesize the given product.. This data is from Full USPTO retrosynthesis dataset with 1.9M reactions from patents (1976-2016). (1) Given the product [C:1]([O:5][C:6](=[O:24])[N:7]([CH2:15][CH2:16][C:17]1[CH:22]=[CH:21][C:20]([CH:38]=[O:39])=[CH:19][CH:18]=1)[CH2:8][CH2:9][CH2:10][CH2:11][CH2:12][CH2:13][CH3:14])([CH3:4])([CH3:3])[CH3:2], predict the reactants needed to synthesize it. The reactants are: [C:1]([O:5][C:6](=[O:24])[N:7]([CH2:15][CH2:16][C:17]1[CH:22]=[CH:21][C:20](Br)=[CH:19][CH:18]=1)[CH2:8][CH2:9][CH2:10][CH2:11][CH2:12][CH2:13][CH3:14])([CH3:4])([CH3:3])[CH3:2].[Li]C(CC)C.C1CCCCC1.CN(C)[CH:38]=[O:39].[NH4+].[Cl-]. (2) Given the product [CH3:18][C:14]1[N:13]=[C:12]([NH:11][CH:5]([C:4]2[CH:7]=[CH:8][C:9]([F:10])=[C:2]([F:1])[CH:3]=2)[C:21]2[C:20]([OH:19])=[C:29]3[C:24]([CH:25]=[CH:26][CH:27]=[N:28]3)=[CH:23][CH:22]=2)[CH:17]=[CH:16][CH:15]=1, predict the reactants needed to synthesize it. The reactants are: [F:1][C:2]1[CH:3]=[C:4]([CH:7]=[CH:8][C:9]=1[F:10])[CH:5]=O.[NH2:11][C:12]1[CH:17]=[CH:16][CH:15]=[C:14]([CH3:18])[N:13]=1.[OH:19][C:20]1[CH:21]=[CH:22][CH:23]=[C:24]2[C:29]=1[N:28]=[CH:27][CH:26]=[CH:25]2.